This data is from Reaction yield outcomes from USPTO patents with 853,638 reactions. The task is: Predict the reaction yield, written as a fraction of the theoretical maximum amount of product (1.0 means a 100% yield; for example, 0.34 means a 34% yield). (1) The reactants are C(C1C2C=CC=CC=2C(=O)OC=1N[C@H](C1C=CC=CC=1)CC)(=O)C.C(OC(C)(C)C)(=O)NN.C(OC(=O)[NH:40][N:41]1[C:50]([CH3:51])=[C:49]([C:52](=[O:63])[NH:53][C@H:54]([C:57]2[CH:62]=[CH:61][CH:60]=[CH:59][CH:58]=2)[CH2:55][CH3:56])[C:48]2[C:43](=[CH:44][CH:45]=[CH:46][CH:47]=2)[C:42]1=[O:64])(C)(C)C.C(=O)=O. The catalyst is C(#N)C. The product is [C:57]1([C@@H:54]([NH:53][C:52]([C:49]2[C:48]3[C:43](=[CH:44][CH:45]=[CH:46][CH:47]=3)[C:42](=[O:64])[N:41]([NH2:40])[C:50]=2[CH3:51])=[O:63])[CH2:55][CH3:56])[CH:62]=[CH:61][CH:60]=[CH:59][CH:58]=1. The yield is 0.679. (2) The reactants are [Br:1][C:2]1[CH:7]=[CH:6][C:5](CO)=[CH:4][CH:3]=1.S(Cl)(Cl)=O.Cl[CH2:15][Cl:16]. The catalyst is CN(C1C=CN=CC=1)C. The product is [Br:1][C:2]1([CH2:15][Cl:16])[CH:3]=[CH:4][CH:5]=[CH:6][CH2:7]1. The yield is 0.816.